Dataset: Forward reaction prediction with 1.9M reactions from USPTO patents (1976-2016). Task: Predict the product of the given reaction. (1) Given the reactants [C:1]1([C:11]([OH:13])=O)[C:10]2[C:5](=[CH:6][CH:7]=[CH:8][CH:9]=2)[CH:4]=[CH:3][CH:2]=1.CN(C(ON1N=NC2C=CC=NC1=2)=[N+](C)C)C.F[P-](F)(F)(F)(F)F.CCN(C(C)C)C(C)C.[I-].[CH2:48]([N+:52]1[N:56]=[C:55]([CH3:57])[S:54][C:53]=1[CH3:58])[CH2:49][CH2:50][CH3:51], predict the reaction product. The product is: [CH2:48]([N:52]1[N:56]=[C:55]([CH3:57])[S:54]/[C:53]/1=[CH:58]\[C:11]([C:1]1[C:10]2[C:5](=[CH:6][CH:7]=[CH:8][CH:9]=2)[CH:4]=[CH:3][CH:2]=1)=[O:13])[CH2:49][CH2:50][CH3:51]. (2) Given the reactants [CH3:1][N:2]([C:4]([N:6]=[C:7]([NH2:9])[NH2:8])=[NH:5])[CH3:3].Cl.[OH-].[K+], predict the reaction product. The product is: [CH3:1][N:2]([CH3:3])[C:4]([NH:6][C:7](=[NH:8])[NH2:9])=[NH:5]. (3) Given the reactants [Br:1][C:2]1[N:10]=[CH:9][CH:8]=[CH:7][C:3]=1[C:4](O)=[O:5].[CH2:11]([N:13](CC)[CH2:14]C)C.CNC.O.ON1C2C=CC=CC=2N=N1.Cl.CN(C)CCCN=C=NCC.[Cl-].[NH4+], predict the reaction product. The product is: [Br:1][C:2]1[N:10]=[CH:9][CH:8]=[CH:7][C:3]=1[C:4]([N:13]([CH3:14])[CH3:11])=[O:5]. (4) Given the reactants [Cl:1][C:2]1[C:7](I)=[CH:6][N:5]=[C:4]([O:9][CH3:10])[CH:3]=1.[CH3:11][N:12](C=O)C, predict the reaction product. The product is: [Cl:1][C:2]1[C:7]([C:11]#[N:12])=[CH:6][N:5]=[C:4]([O:9][CH3:10])[CH:3]=1. (5) Given the reactants [CH3:1][C:2]1[C:7]([NH2:8])=[CH:6][CH:5]=[C:4]([N:9]2[CH2:13][CH2:12][C@H:11]([N:14]3[CH2:18][CH2:17][CH2:16][C@@H:15]3[CH3:19])[CH2:10]2)[N:3]=1.[C:20](Cl)(=[O:27])[C:21]1[CH:26]=[CH:25][CH:24]=[CH:23][CH:22]=1, predict the reaction product. The product is: [CH3:1][C:2]1[C:7]([NH:8][C:20](=[O:27])[C:21]2[CH:26]=[CH:25][CH:24]=[CH:23][CH:22]=2)=[CH:6][CH:5]=[C:4]([N:9]2[CH2:13][CH2:12][C@H:11]([N:14]3[CH2:18][CH2:17][CH2:16][C@@H:15]3[CH3:19])[CH2:10]2)[N:3]=1. (6) Given the reactants [CH2:1]([C:5]1[CH:10]=[CH:9][CH:8]=[CH:7][CH:6]=1)[CH:2]([CH3:4])[CH3:3].[I:11]I, predict the reaction product. The product is: [I:11][C:8]1[CH:9]=[CH:10][C:5]([CH2:1][CH:2]([CH3:4])[CH3:3])=[CH:6][CH:7]=1. (7) Given the reactants CC1C2NC3C(C=2C(C)=NC=1N)=CC=CC=3.[O:17]=[CH:18][C@@H:19]([C@H:21]([C@@H:23]([C@@H:25]([CH2:27][OH:28])[OH:26])[OH:24])[OH:22])[OH:20].N[C@H](C(O)=O)CC1C2C(=CC=CC=2)NC=1.OP([O-])(O)=O.[K+].O.O.O.O.O.O.O.[O-]S([O-])(=O)=O.[Mg+2].[Cl-].[Cl-].[Ca+2], predict the reaction product. The product is: [O:17]=[CH:18][C@@H:19]([C@H:21]([C@@H:23]([C@@H:25]([CH2:27][OH:28])[OH:26])[OH:24])[OH:22])[OH:20].